From a dataset of Reaction yield outcomes from USPTO patents with 853,638 reactions. Predict the reaction yield, written as a fraction of the theoretical maximum amount of product (1.0 means a 100% yield; for example, 0.34 means a 34% yield). (1) The reactants are [Cl:1][C:2]1[CH:3]=[C:4]([C@@H:12]([CH2:16][CH:17]2[CH2:21][CH2:20][CH2:19][CH2:18]2)[C:13]([OH:15])=O)[CH:5]=[CH:6][C:7]=1[S:8]([CH3:11])(=[O:10])=[O:9].C(Cl)(=O)C(Cl)=O.[NH:28]1[CH:35]=[CH:34][C:32]([NH2:33])=[N:31][C:29]1=[O:30].N1C=CC=CC=1. The catalyst is C(Cl)Cl.CN(C)C=O.O. The product is [Cl:1][C:2]1[CH:3]=[C:4]([C@@H:12]([CH2:16][CH:17]2[CH2:21][CH2:20][CH2:19][CH2:18]2)[C:13]([NH:33][C:32]2[CH:34]=[CH:35][NH:28][C:29](=[O:30])[N:31]=2)=[O:15])[CH:5]=[CH:6][C:7]=1[S:8]([CH3:11])(=[O:9])=[O:10]. The yield is 0.570. (2) The reactants are COC1C=CC(C[N:8]2[CH2:11][C:10]3([CH2:15][CH2:14][CH2:13][N:12]3[C:16]([O:18][CH2:19][C:20]3[CH:25]=[CH:24][CH:23]=[CH:22][CH:21]=3)=[O:17])[C:9]2=[O:26])=CC=1.O=[N+]([O-])[O-].[O-][N+](=O)[O-].[O-][N+](=O)[O-].[O-][N+](=O)[O-].[O-][N+](=O)[O-].[O-][N+](=O)[O-].[Ce+4].[NH4+].[NH4+]. The catalyst is CC#N.O. The product is [O:26]=[C:9]1[C:10]2([CH2:15][CH2:14][CH2:13][N:12]2[C:16]([O:18][CH2:19][C:20]2[CH:25]=[CH:24][CH:23]=[CH:22][CH:21]=2)=[O:17])[CH2:11][NH:8]1. The yield is 0.380. (3) The reactants are [C:1]1(=[C:8]([C:24]2[CH:29]=[CH:28][C:27]([OH:30])=[CH:26][CH:25]=2)[C:9]2[CH:14]=[CH:13][C:12]([O:15][CH2:16][CH2:17][CH2:18][C:19]([O:21]CC)=[O:20])=[CH:11][CH:10]=2)[CH2:7][CH2:6][CH2:5][CH2:4][CH2:3][CH2:2]1.CCO.[OH-].[Na+]. The catalyst is C1COCC1. The product is [C:1]1(=[C:8]([C:24]2[CH:29]=[CH:28][C:27]([OH:30])=[CH:26][CH:25]=2)[C:9]2[CH:14]=[CH:13][C:12]([O:15][CH2:16][CH2:17][CH2:18][C:19]([OH:21])=[O:20])=[CH:11][CH:10]=2)[CH2:7][CH2:6][CH2:5][CH2:4][CH2:3][CH2:2]1. The yield is 0.740. (4) The reactants are Cl[C:2]1[C:11]2[C:6](=[CH:7][C:8]([Cl:19])=[C:9]([C:12]3[CH:17]=[CH:16][C:15]([Cl:18])=[CH:14][CH:13]=3)[CH:10]=2)[N:5]=[CH:4][N:3]=1.[NH:20]1[CH2:25][CH2:24][NH:23][CH2:22][CH:21]1[CH2:26][C:27]([NH2:29])=[O:28].CCN(C(C)C)C(C)C. The catalyst is O1CCOCC1. The product is [Cl:19][C:8]1[CH:7]=[C:6]2[C:11]([C:2]([N:23]3[CH2:24][CH2:25][NH:20][CH:21]([CH2:26][C:27]([NH2:29])=[O:28])[CH2:22]3)=[N:3][CH:4]=[N:5]2)=[CH:10][C:9]=1[C:12]1[CH:17]=[CH:16][C:15]([Cl:18])=[CH:14][CH:13]=1. The yield is 0.140. (5) The reactants are Cl[CH2:2][C:3]1[CH:13]=[CH:12][C:6]2[O:7][C:8]([F:11])([F:10])[O:9][C:5]=2[CH:4]=1.[C-:14]#[N:15].[Na+].O.CC(OC)(C)C. The catalyst is CS(C)=O. The product is [F:10][C:8]1([F:11])[O:7][C:6]2[CH:12]=[CH:13][C:3]([CH2:2][C:14]#[N:15])=[CH:4][C:5]=2[O:9]1. The yield is 0.950. (6) The reactants are [C:1]([O:4][C:5]1[C:10](I)=[CH:9][C:8]([I:12])=[C:7]([N:13](C(=O)C)C(=O)C)[N:6]=1)(=O)[CH3:2].C(N(CC)CC)C.C(C1[CH:34]=[CH:33][C:32]([CH3:35])=[CH:31][CH:30]=1)#C.[C:36]([O-:39])(=[O:38])[CH3:37].[Na+].[OH-].[Na+]. The catalyst is C1COCC1.[Cu]I.Cl[Pd](Cl)([P](C1C=CC=CC=1)(C1C=CC=CC=1)C1C=CC=CC=1)[P](C1C=CC=CC=1)(C1C=CC=CC=1)C1C=CC=CC=1.[Cu](Cl)Cl.CO. The product is [NH2:13][C:7]1[N:6]=[C:5]2[O:4][C:1]([C:2]3[CH:30]=[CH:31][C:32]([CH3:35])=[CH:33][CH:34]=3)=[C:37]([C:36]([OH:39])=[O:38])[C:10]2=[CH:9][C:8]=1[I:12]. The yield is 0.620.